Dataset: Reaction yield outcomes from USPTO patents with 853,638 reactions. Task: Predict the reaction yield, written as a fraction of the theoretical maximum amount of product (1.0 means a 100% yield; for example, 0.34 means a 34% yield). (1) The reactants are [NH2:1][C:2]1[C:10]([F:11])=[CH:9][C:5]([C:6]([OH:8])=[O:7])=[C:4]([F:12])[CH:3]=1.[CH2:13](O)[CH3:14].O.C(=O)(O)[O-]. The catalyst is Cl. The product is [NH2:1][C:2]1[C:10]([F:11])=[CH:9][C:5]([C:6]([O:8][CH2:13][CH3:14])=[O:7])=[C:4]([F:12])[CH:3]=1. The yield is 0.920. (2) The reactants are [Cl:1][C:2]1[CH:7]=[CH:6][C:5]([C:8]2[S:12](=[O:14])(=[O:13])[NH:11][C:10]([CH3:16])([CH3:15])[C:9]=2[CH3:17])=[CH:4][CH:3]=1.Br[N:19]1C(=O)C[CH2:21][C:20]1=O.N(C(C)(C)C#N)=NC(C)(C)C#N.C(N)C. The catalyst is C(Cl)(Cl)(Cl)Cl.C(O)C.C(Cl)(Cl)Cl. The product is [Cl:1][C:2]1[CH:3]=[CH:4][C:5]([C:8]2[S:12](=[O:14])(=[O:13])[NH:11][C:10]([CH3:16])([CH3:15])[C:9]=2[CH2:17][NH:19][CH2:20][CH3:21])=[CH:6][CH:7]=1. The yield is 0.120. (3) The reactants are [Br:1][C:2]1[CH:3]=[C:4]([CH:14]=[CH:15][CH:16]=1)[O:5][CH2:6][CH2:7][CH2:8][C:9]([O:11]CC)=[O:10].[OH-].[Li+]. The yield is 0.970. The product is [Br:1][C:2]1[CH:3]=[C:4]([CH:14]=[CH:15][CH:16]=1)[O:5][CH2:6][CH2:7][CH2:8][C:9]([OH:11])=[O:10]. The catalyst is C1COCC1.O. (4) The reactants are [CH3:1][O:2][C:3]([C:5]1[S:6][CH:7]=[CH:8][C:9]=1[NH2:10])=[O:4].[CH2:11]1[O:21][C:14]2([CH2:19][CH2:18][C:17](=O)[CH2:16][CH2:15]2)[O:13][CH2:12]1.C([Sn](Cl)(Cl)CCCC)CCC.C1([SiH3])C=CC=CC=1. The catalyst is C1COCC1. The product is [CH3:1][O:2][C:3]([C:5]1[S:6][CH:7]=[CH:8][C:9]=1[NH:10][CH:17]1[CH2:18][CH2:19][C:14]2([O:21][CH2:11][CH2:12][O:13]2)[CH2:15][CH2:16]1)=[O:4]. The yield is 0.470. (5) The reactants are [CH2:1]([O:8][CH2:9][C@H:10]([OH:12])[CH3:11])[C:2]1[CH:7]=[CH:6][CH:5]=[CH:4][CH:3]=1.[CH3:13][O:14][CH2:15][CH2:16]Cl. No catalyst specified. The product is [CH3:13][O:14][CH2:15][CH2:16][O:12][C@H:10]([CH3:11])[CH2:9][O:8][CH2:1][C:2]1[CH:7]=[CH:6][CH:5]=[CH:4][CH:3]=1. The yield is 0.220. (6) The reactants are NC[C:3]1[CH:11]=[CH:10][CH:9]=[CH:8][C:4]=1[C:5]([OH:7])=[O:6].C([O-])([O-])=O.[Na+].[Na+].C1C(=O)N(OC(OCC2C=CC=CC=2)=O)C(=O)C1. The catalyst is O.C1COCC1. The product is [C:5]([OH:7])(=[O:6])[C:4]1[CH:8]=[CH:9][CH:10]=[CH:11][CH:3]=1. The yield is 0.850. (7) The reactants are [NH2:1][CH2:2][CH2:3][N:4]1[C:12]2[CH2:11][CH2:10][CH2:9][CH2:8][C:7]=2[CH:6]=[C:5]1[C:13]([O:15]CC)=O.[O-]CC.[Na+]. The catalyst is C(O)C. The product is [C:13]1(=[O:15])[C:5]2=[CH:6][C:7]3[CH2:8][CH2:9][CH2:10][CH2:11][C:12]=3[N:4]2[CH2:3][CH2:2][NH:1]1. The yield is 0.420. (8) The reactants are [C:1]([NH:4][CH:5](P(OC)(OC)=O)[C:6]([O:8][CH3:9])=[O:7])(=O)[CH3:2].C1CCN2C(=NCCC2)CC1.[O:27]1[CH:31]=[CH:30][C:29](C=O)=[C:28]1C=O. The catalyst is C(Cl)(Cl)Cl. The product is [O:27]1[C:31]2[CH:30]=[C:5]([C:6]([O:8][CH3:9])=[O:7])[N:4]=[CH:1][C:2]=2[CH:29]=[CH:28]1. The yield is 0.820. (9) The reactants are O1CCCCC1[O:7][CH2:8][CH2:9][O:10][CH2:11][CH2:12][C:13]1[CH:18]=[C:17]([O:19][CH2:20][CH:21]=[CH2:22])[CH:16]=[C:15]([O:23][CH2:24][CH:25]=[CH2:26])[C:14]=1[CH2:27][CH3:28].Cl.C(=O)([O-])O.[Na+].O. The catalyst is CO.O1CCOCC1. The product is [CH2:24]([O:23][C:15]1[C:14]([CH2:27][CH3:28])=[C:13]([CH2:12][CH2:11][O:10][CH2:9][CH2:8][OH:7])[CH:18]=[C:17]([O:19][CH2:20][CH:21]=[CH2:22])[CH:16]=1)[CH:25]=[CH2:26]. The yield is 0.810. (10) The reactants are [C:1]([O:5][C:6](=[O:15])[CH2:7][C:8](=[O:14])[CH2:9][C@H:10]([OH:13])[CH2:11][OH:12])([CH3:4])([CH3:3])[CH3:2].N1C=CC=CC=1.[C:22](Cl)(=[O:29])[C:23]1[CH:28]=[CH:27][CH:26]=[CH:25][CH:24]=1.[OH-].[Na+]. The catalyst is C(Cl)Cl.O. The product is [C:1]([O:5][C:6](=[O:15])[CH2:7][C:8](=[O:14])[CH2:9][C@H:10]([OH:13])[CH2:11][O:12][C:22](=[O:29])[C:23]1[CH:28]=[CH:27][CH:26]=[CH:25][CH:24]=1)([CH3:4])([CH3:2])[CH3:3]. The yield is 0.780.